This data is from Reaction yield outcomes from USPTO patents with 853,638 reactions. The task is: Predict the reaction yield, written as a fraction of the theoretical maximum amount of product (1.0 means a 100% yield; for example, 0.34 means a 34% yield). The reactants are [N+](C1C=CC(C[O:9][C:10]([C:12]2[N:13]3[C@H:16]([S:17][CH:18]=2)[C:15]([CH:20](OC(=O)C)[C:21]2[N:22]=[C:23]4[C:31]5[C:26](=[CH:27][CH:28]=[CH:29][CH:30]=5)[CH2:25][N:24]4[CH:32]=2)(Br)[C:14]3=[O:37])=[O:11])=CC=1)([O-])=O.P([O-])([O-])([O-])=O.[OH-].[Na+:46].C(OCC)(=O)C. The catalyst is C1COCC1.C(#N)C.[Zn]. The product is [Na+:46].[N:22]1[C:21](/[CH:20]=[C:15]2\[CH:16]3[N:13]([C:14]\2=[O:37])[C:12]([C:10]([O-:11])=[O:9])=[CH:18][S:17]3)=[CH:32][N:24]2[CH2:25][C:26]3[C:31](=[CH:30][CH:29]=[CH:28][CH:27]=3)[C:23]=12. The yield is 0.580.